This data is from NCI-60 drug combinations with 297,098 pairs across 59 cell lines. The task is: Regression. Given two drug SMILES strings and cell line genomic features, predict the synergy score measuring deviation from expected non-interaction effect. (1) Cell line: T-47D. Synergy scores: CSS=69.8, Synergy_ZIP=0.320, Synergy_Bliss=-5.66, Synergy_Loewe=-25.9, Synergy_HSA=-1.78. Drug 2: C1=NC(=NC(=O)N1C2C(C(C(O2)CO)O)O)N. Drug 1: CC=C1C(=O)NC(C(=O)OC2CC(=O)NC(C(=O)NC(CSSCCC=C2)C(=O)N1)C(C)C)C(C)C. (2) Drug 2: C1C(C(OC1N2C=NC(=NC2=O)N)CO)O. Cell line: HL-60(TB). Synergy scores: CSS=59.0, Synergy_ZIP=2.40, Synergy_Bliss=11.0, Synergy_Loewe=-19.3, Synergy_HSA=1.07. Drug 1: CCC1(C2=C(COC1=O)C(=O)N3CC4=CC5=C(C=CC(=C5CN(C)C)O)N=C4C3=C2)O.Cl. (3) Drug 1: CC1=C(C=C(C=C1)NC2=NC=CC(=N2)N(C)C3=CC4=NN(C(=C4C=C3)C)C)S(=O)(=O)N.Cl. Drug 2: C(CCl)NC(=O)N(CCCl)N=O. Cell line: U251. Synergy scores: CSS=4.41, Synergy_ZIP=-4.41, Synergy_Bliss=-4.20, Synergy_Loewe=-3.95, Synergy_HSA=-2.75. (4) Drug 1: CCC(=C(C1=CC=CC=C1)C2=CC=C(C=C2)OCCN(C)C)C3=CC=CC=C3.C(C(=O)O)C(CC(=O)O)(C(=O)O)O. Drug 2: C1CN(P(=O)(OC1)NCCCl)CCCl. Cell line: U251. Synergy scores: CSS=-1.69, Synergy_ZIP=2.34, Synergy_Bliss=1.36, Synergy_Loewe=0.836, Synergy_HSA=-2.70. (5) Drug 1: CC1=C(N=C(N=C1N)C(CC(=O)N)NCC(C(=O)N)N)C(=O)NC(C(C2=CN=CN2)OC3C(C(C(C(O3)CO)O)O)OC4C(C(C(C(O4)CO)O)OC(=O)N)O)C(=O)NC(C)C(C(C)C(=O)NC(C(C)O)C(=O)NCCC5=NC(=CS5)C6=NC(=CS6)C(=O)NCCC[S+](C)C)O. Drug 2: COCCOC1=C(C=C2C(=C1)C(=NC=N2)NC3=CC=CC(=C3)C#C)OCCOC.Cl. Cell line: MDA-MB-435. Synergy scores: CSS=-10.8, Synergy_ZIP=0.867, Synergy_Bliss=-7.10, Synergy_Loewe=-7.72, Synergy_HSA=-9.72.